From a dataset of Forward reaction prediction with 1.9M reactions from USPTO patents (1976-2016). Predict the product of the given reaction. (1) The product is: [CH:16]([N:7]1[CH:8]=[C:4]([N+:1]([O-:3])=[O:2])[CH:5]=[C:6]1[C:9]([O:11][CH2:12][CH3:13])=[O:10])([CH3:18])[CH3:17]. Given the reactants [N+:1]([C:4]1[CH:5]=[C:6]([C:9]([O:11][CH2:12][CH3:13])=[O:10])[NH:7][CH:8]=1)([O-:3])=[O:2].[H-].[Na+].[CH:16](I)([CH3:18])[CH3:17], predict the reaction product. (2) Given the reactants [NH:1]1[C:9]2[CH:8]=[CH:7][CH:6]=[C:5]([OH:10])[C:4]=2[CH:3]=[N:2]1.C1C=CC(N([S:18]([C:21]([F:24])([F:23])[F:22])(=[O:20])=[O:19])[S:18]([C:21]([F:24])([F:23])[F:22])(=[O:20])=[O:19])=CC=1.C(N(C(C)C)CC)(C)C, predict the reaction product. The product is: [NH:1]1[C:9]2[C:4](=[C:5]([O:10][S:18]([C:21]([F:24])([F:23])[F:22])(=[O:20])=[O:19])[CH:6]=[CH:7][CH:8]=2)[CH:3]=[N:2]1.